Task: Regression. Given two drug SMILES strings and cell line genomic features, predict the synergy score measuring deviation from expected non-interaction effect.. Dataset: NCI-60 drug combinations with 297,098 pairs across 59 cell lines (1) Drug 1: CCN(CC)CCCC(C)NC1=C2C=C(C=CC2=NC3=C1C=CC(=C3)Cl)OC. Drug 2: C1C(C(OC1N2C=NC3=C2NC=NCC3O)CO)O. Cell line: K-562. Synergy scores: CSS=53.1, Synergy_ZIP=-0.276, Synergy_Bliss=-3.93, Synergy_Loewe=-13.4, Synergy_HSA=-5.85. (2) Drug 1: CC(C1=C(C=CC(=C1Cl)F)Cl)OC2=C(N=CC(=C2)C3=CN(N=C3)C4CCNCC4)N. Drug 2: COC1=CC(=CC(=C1O)OC)C2C3C(COC3=O)C(C4=CC5=C(C=C24)OCO5)OC6C(C(C7C(O6)COC(O7)C8=CC=CS8)O)O. Cell line: 786-0. Synergy scores: CSS=37.3, Synergy_ZIP=10.2, Synergy_Bliss=10.6, Synergy_Loewe=-7.14, Synergy_HSA=11.0. (3) Drug 1: C1CCC(CC1)NC(=O)N(CCCl)N=O. Drug 2: C1CCC(C(C1)N)N.C(=O)(C(=O)[O-])[O-].[Pt+4]. Cell line: SK-MEL-28. Synergy scores: CSS=21.4, Synergy_ZIP=-5.19, Synergy_Bliss=-2.70, Synergy_Loewe=-6.51, Synergy_HSA=-3.63. (4) Drug 1: CC1C(C(CC(O1)OC2CC(OC(C2O)C)OC3=CC4=CC5=C(C(=O)C(C(C5)C(C(=O)C(C(C)O)O)OC)OC6CC(C(C(O6)C)O)OC7CC(C(C(O7)C)O)OC8CC(C(C(O8)C)O)(C)O)C(=C4C(=C3C)O)O)O)O. Drug 2: CNC(=O)C1=NC=CC(=C1)OC2=CC=C(C=C2)NC(=O)NC3=CC(=C(C=C3)Cl)C(F)(F)F. Cell line: EKVX. Synergy scores: CSS=52.4, Synergy_ZIP=-3.34, Synergy_Bliss=-6.12, Synergy_Loewe=-30.3, Synergy_HSA=-5.17. (5) Drug 1: CC1CCC2CC(C(=CC=CC=CC(CC(C(=O)C(C(C(=CC(C(=O)CC(OC(=O)C3CCCCN3C(=O)C(=O)C1(O2)O)C(C)CC4CCC(C(C4)OC)O)C)C)O)OC)C)C)C)OC. Drug 2: CC1=C(N=C(N=C1N)C(CC(=O)N)NCC(C(=O)N)N)C(=O)NC(C(C2=CN=CN2)OC3C(C(C(C(O3)CO)O)O)OC4C(C(C(C(O4)CO)O)OC(=O)N)O)C(=O)NC(C)C(C(C)C(=O)NC(C(C)O)C(=O)NCCC5=NC(=CS5)C6=NC(=CS6)C(=O)NCCC[S+](C)C)O. Cell line: SF-539. Synergy scores: CSS=52.0, Synergy_ZIP=-1.13, Synergy_Bliss=0.862, Synergy_Loewe=1.96, Synergy_HSA=2.58.